This data is from Reaction yield outcomes from USPTO patents with 853,638 reactions. The task is: Predict the reaction yield, written as a fraction of the theoretical maximum amount of product (1.0 means a 100% yield; for example, 0.34 means a 34% yield). (1) The reactants are [F:1][C:2]([F:10])([F:9])[CH2:3][CH2:4][CH2:5][C:6]([OH:8])=[O:7].ClC(Cl)(Cl)C(=N)O[C:15]([CH3:18])([CH3:17])[CH3:16].B(F)(F)F.CCOCC.C([O-])(O)=O.[Na+]. The catalyst is C1COCC1.CCCCCC. The product is [F:1][C:2]([F:10])([F:9])[CH2:3][CH2:4][CH2:5][C:6]([O:8][C:15]([CH3:18])([CH3:17])[CH3:16])=[O:7]. The yield is 0.980. (2) The reactants are [H-].[Na+].[CH3:3][C:4]1[CH:5]=[C:6]([C:13]#[N:14])[C:7]2[CH:8]=[CH:9][NH:10][C:11]=2[CH:12]=1.Cl[C:16]1[C:21]([CH:22]([CH3:24])[CH3:23])=[C:20]([O:25][CH3:26])[N:19]=[C:18]([O:27][CH3:28])[N:17]=1. The catalyst is CN(C=O)C.CCOC(C)=O. The product is [CH:22]([C:21]1[C:16]([N:10]2[C:11]3[CH:12]=[C:4]([CH3:3])[CH:5]=[C:6]([C:13]#[N:14])[C:7]=3[CH:8]=[CH:9]2)=[N:17][C:18]([O:27][CH3:28])=[N:19][C:20]=1[O:25][CH3:26])([CH3:24])[CH3:23]. The yield is 0.420. (3) The reactants are [Cl:1][C:2]1[CH:14]=[C:13]([Cl:15])[CH:12]=[CH:11][C:3]=1[CH2:4][CH:5]1[CH2:9][CH2:8]O[C:6]1=[O:10].[CH:16]1([NH2:23])[CH2:22][CH2:21][CH2:20][CH2:19][CH2:18][CH2:17]1. No catalyst specified. The product is [CH:16]1([N:23]2[CH2:8][CH2:9][CH:5]([CH2:4][C:3]3[CH:11]=[CH:12][C:13]([Cl:15])=[CH:14][C:2]=3[Cl:1])[C:6]2=[O:10])[CH2:22][CH2:21][CH2:20][CH2:19][CH2:18][CH2:17]1. The yield is 0.320. (4) The reactants are [Br:1][C:2]1[CH:3]=[C:4]([CH:7]=[CH:8][C:9]=1[CH:10]=[O:11])[C:5]#[N:6].[BH4-].[Na+]. The catalyst is CO. The product is [Br:1][C:2]1[CH:3]=[C:4]([CH:7]=[CH:8][C:9]=1[CH2:10][OH:11])[C:5]#[N:6]. The yield is 0.990. (5) The reactants are [Br:1][C:2]1[CH:3]=[C:4]([CH:7]=[CH:8][C:9]=1[F:10])[CH:5]=O.[CH2:11]([SH:15])[CH2:12][CH2:13][SH:14].C(=O)(O)[O-].[Na+]. The catalyst is ClCCl. The product is [Br:1][C:2]1[CH:3]=[C:4]([CH:5]2[S:15][CH2:11][CH2:12][CH2:13][S:14]2)[CH:7]=[CH:8][C:9]=1[F:10]. The yield is 0.980. (6) The yield is 0.847. The catalyst is CO.[Pd]. The product is [CH:1]1[CH:6]=[N:5][CH:4]=[C:3]([CH:7]2[NH:8][CH2:9][CH2:10][CH2:11]2)[CH:2]=1. The reactants are [CH:1]1[CH:6]=[N:5][CH:4]=[C:3]([C:7]2[CH2:11][CH2:10][CH2:9][N:8]=2)[CH:2]=1. (7) The reactants are [NH2:1][C:2]1[C:7]([C:8]([NH2:10])=[O:9])=[CH:6][N:5]=[C:4]([Cl:11])[CH:3]=1.[CH:12](OC)(OC)OC. No catalyst specified. The product is [Cl:11][C:4]1[N:5]=[CH:6][C:7]2[C:8](=[O:9])[NH:10][CH:12]=[N:1][C:2]=2[CH:3]=1. The yield is 0.700. (8) The catalyst is C1(C)C=CC=CC=1. The product is [C:13]([C:17]1[CH:18]=[CH:19][C:20]([C:23]2[CH:28]=[C:27]([CH3:29])[C:26]([N:30]=[C:7]3[CH2:8][CH2:9][CH2:10][CH2:11][NH:6]3)=[CH:25][C:24]=2[CH3:31])=[CH:21][CH:22]=1)([CH3:16])([CH3:15])[CH3:14]. The yield is 0.630. The reactants are P(Cl)(Cl)(Cl)=O.[NH:6]1[CH2:11][CH2:10][CH2:9][CH2:8][C:7]1=O.[C:13]([C:17]1[CH:22]=[CH:21][C:20]([C:23]2[CH:28]=[C:27]([CH3:29])[C:26]([NH2:30])=[CH:25][C:24]=2[CH3:31])=[CH:19][CH:18]=1)([CH3:16])([CH3:15])[CH3:14].[OH-].[Na+]. (9) The reactants are [C:1](O[C:1]([O:3][C:4]([CH3:7])([CH3:6])[CH3:5])=[O:2])([O:3][C:4]([CH3:7])([CH3:6])[CH3:5])=[O:2].C(N(CC)CC)C.[Br:23][C:24]1[C:25]([N:40]2[CH2:45][CH2:44][CH2:43][C@@H:42]([NH:46][C:47](=[O:53])[O:48][C:49]([CH3:52])([CH3:51])[CH3:50])[CH2:41]2)=[C:26]2[C:32]([NH:33][C:34](=[O:39])[CH2:35][CH2:36][O:37][CH3:38])=[CH:31][NH:30][C:27]2=[N:28][CH:29]=1.O. The catalyst is CN(C)C1C=CN=CC=1.C(Cl)Cl. The product is [Br:23][C:24]1[C:25]([N:40]2[CH2:45][CH2:44][CH2:43][C@@H:42]([NH:46][C:47]([O:48][C:49]([CH3:50])([CH3:52])[CH3:51])=[O:53])[CH2:41]2)=[C:26]2[C:32]([NH:33][C:34](=[O:39])[CH2:35][CH2:36][O:37][CH3:38])=[CH:31][N:30]([C:1]([O:3][C:4]([CH3:7])([CH3:6])[CH3:5])=[O:2])[C:27]2=[N:28][CH:29]=1. The yield is 0.390. (10) The product is [C:33]([NH:32][C:29]1[CH:30]=[C:31]2[C:20]3[CH:19]=[CH:18][C:17]([O:1][CH2:2][C@@H:3]([NH:8][C:9](=[O:15])[O:10][C:11]([CH3:13])([CH3:12])[CH3:14])[CH2:4][CH:5]([CH3:7])[CH3:6])=[C:22]([CH3:23])[C:21]=3[O:24][CH2:25][C:26]2=[CH:27][N:28]=1)(=[O:35])[CH3:34]. No catalyst specified. The reactants are [OH:1][CH2:2][C@@H:3]([NH:8][C:9](=[O:15])[O:10][C:11]([CH3:14])([CH3:13])[CH3:12])[CH2:4][CH:5]([CH3:7])[CH3:6].Cl[C:17]1[CH:18]=[CH:19][C:20]2[C:31]3[C:26](=[CH:27][N:28]=[C:29]([NH:32][C:33](=[O:35])[CH3:34])[CH:30]=3)[CH2:25][O:24][C:21]=2[C:22]=1[CH3:23]. The yield is 0.110.